This data is from Catalyst prediction with 721,799 reactions and 888 catalyst types from USPTO. The task is: Predict which catalyst facilitates the given reaction. (1) Reactant: [OH:1][C:2]([CH3:42])([CH3:41])[CH:3]([CH3:40])[O:4][C@H:5]1[CH2:10][CH2:9][C@H:8]([N:11]2[C:16](=[O:17])[C:15]([CH2:18][C:19]3[CH:24]=[CH:23][C:22]([C:25]4[C:26]([C:31]#[N:32])=[CH:27][CH:28]=[CH:29][CH:30]=4)=[CH:21][CH:20]=3)=[C:14]([CH2:33][CH2:34][CH3:35])[N:13]3[N:36]=[C:37]([CH3:39])[N:38]=[C:12]23)[CH2:7][CH2:6]1.C[Si]([N:47]=[N+:48]=[N-:49])(C)C.C([Sn](=O)CCCC)CCC.C1(C)C=CC=CC=1. Product: [OH:1][C:2]([CH3:41])([CH3:42])[CH:3]([CH3:40])[O:4][C@H:5]1[CH2:10][CH2:9][C@H:8]([N:11]2[C:16](=[O:17])[C:15]([CH2:18][C:19]3[CH:24]=[CH:23][C:22]([C:25]4[CH:30]=[CH:29][CH:28]=[CH:27][C:26]=4[C:31]4[NH:49][N:48]=[N:47][N:32]=4)=[CH:21][CH:20]=3)=[C:14]([CH2:33][CH2:34][CH3:35])[N:13]3[N:36]=[C:37]([CH3:39])[N:38]=[C:12]23)[CH2:7][CH2:6]1. The catalyst class is: 69. (2) Reactant: Br[C:2]1[CH:3]=[C:4]([C@H:8]([NH:16][CH3:17])[CH2:9][N:10]2[CH2:14][CH2:13][C@H:12]([F:15])[CH2:11]2)[CH:5]=[CH:6][CH:7]=1.[CH3:18][N:19](C)C=O. Product: [F:15][C@H:12]1[CH2:13][CH2:14][N:10]([CH2:9][C@H:8]([C:4]2[CH:3]=[C:2]([CH:7]=[CH:6][CH:5]=2)[C:18]#[N:19])[NH:16][CH3:17])[CH2:11]1. The catalyst class is: 380. (3) Reactant: [CH3:1][O:2][C:3]1[CH:8]=[CH:7][C:6]([C@@H:9]2[C@@H:14]([O:15][CH2:16][C:17]3[CH:18]=[CH:19][C:20]4[O:25][CH2:24][CH2:23][N:22]([CH2:26][CH2:27][CH2:28][O:29][CH3:30])[C:21]=4[CH:31]=3)[CH2:13][N:12]([S:32]([C:35]3[CH:40]=[CH:39][C:38]([CH3:41])=[CH:37][CH:36]=3)(=[O:34])=[O:33])[C@@H:11]([CH2:42][C@@H:43]([OH:45])[CH3:44])[CH2:10]2)=[CH:5][CH:4]=1.[H-].[K+].[CH3:48][N:49]([CH3:53])[C:50](Cl)=[O:51]. Product: [CH3:1][O:2][C:3]1[CH:4]=[CH:5][C:6]([C@@H:9]2[C@@H:14]([O:15][CH2:16][C:17]3[CH:18]=[CH:19][C:20]4[O:25][CH2:24][CH2:23][N:22]([CH2:26][CH2:27][CH2:28][O:29][CH3:30])[C:21]=4[CH:31]=3)[CH2:13][N:12]([S:32]([C:35]3[CH:40]=[CH:39][C:38]([CH3:41])=[CH:37][CH:36]=3)(=[O:33])=[O:34])[C@@H:11]([CH2:42][C@@H:43]([O:45][C:50](=[O:51])[N:49]([CH3:53])[CH3:48])[CH3:44])[CH2:10]2)=[CH:7][CH:8]=1. The catalyst class is: 30. (4) Reactant: [CH:1]1[C:11]2[CH2:10][CH2:9][C:8]3[CH:12]=[CH:13][CH:14]=[CH:15][C:7]=3[C:6](=[CH:16][C:17](OCC)=[O:18])[C:5]=2[CH:4]=[CH:3][CH:2]=1. Product: [CH:1]1[C:11]2[CH2:10][CH2:9][C:8]3[CH:12]=[CH:13][CH:14]=[CH:15][C:7]=3[C:6](=[CH:16][CH2:17][OH:18])[C:5]=2[CH:4]=[CH:3][CH:2]=1. The catalyst class is: 81. (5) Reactant: [F:1][C:2]1[N:12]=[CH:11][C:5]2[N:6]=[CH:7][NH:8][C:9](=O)[C:4]=2[CH:3]=1.S(Cl)([Cl:15])=O. Product: [Cl:15][C:9]1[C:4]2[CH:3]=[C:2]([F:1])[N:12]=[CH:11][C:5]=2[N:6]=[CH:7][N:8]=1. The catalyst class is: 9. (6) Reactant: F[C:2]1[CH:7]=[CH:6][CH:5]=[CH:4][N:3]=1.Cl.[F:9][C:10]([F:14])([F:13])[CH2:11][NH2:12]. Product: [F:9][C:10]([F:14])([F:13])[CH2:11][NH:12][C:2]1[CH:7]=[CH:6][CH:5]=[CH:4][N:3]=1. The catalyst class is: 13.